Dataset: Merck oncology drug combination screen with 23,052 pairs across 39 cell lines. Task: Regression. Given two drug SMILES strings and cell line genomic features, predict the synergy score measuring deviation from expected non-interaction effect. (1) Drug 1: N#Cc1ccc(Cn2cncc2CN2CCN(c3cccc(Cl)c3)C(=O)C2)cc1. Drug 2: COC1=C2CC(C)CC(OC)C(O)C(C)C=C(C)C(OC(N)=O)C(OC)C=CC=C(C)C(=O)NC(=CC1=O)C2=O. Cell line: HT144. Synergy scores: synergy=19.8. (2) Drug 1: CCC1(O)CC2CN(CCc3c([nH]c4ccccc34)C(C(=O)OC)(c3cc4c(cc3OC)N(C)C3C(O)(C(=O)OC)C(OC(C)=O)C5(CC)C=CCN6CCC43C65)C2)C1. Drug 2: Cc1nc(Nc2ncc(C(=O)Nc3c(C)cccc3Cl)s2)cc(N2CCN(CCO)CC2)n1. Cell line: NCIH1650. Synergy scores: synergy=33.6. (3) Drug 1: CC(=O)OC1C(=O)C2(C)C(O)CC3OCC3(OC(C)=O)C2C(OC(=O)c2ccccc2)C2(O)CC(OC(=O)C(O)C(NC(=O)c3ccccc3)c3ccccc3)C(C)=C1C2(C)C. Drug 2: Cc1nc(Nc2ncc(C(=O)Nc3c(C)cccc3Cl)s2)cc(N2CCN(CCO)CC2)n1. Cell line: LNCAP. Synergy scores: synergy=5.74. (4) Drug 1: O=C(CCCCCCC(=O)Nc1ccccc1)NO. Drug 2: CCc1c2c(nc3ccc(O)cc13)-c1cc3c(c(=O)n1C2)COC(=O)C3(O)CC. Cell line: HCT116. Synergy scores: synergy=-5.84. (5) Drug 1: O=c1[nH]cc(F)c(=O)[nH]1. Drug 2: CNC(=O)c1cc(Oc2ccc(NC(=O)Nc3ccc(Cl)c(C(F)(F)F)c3)cc2)ccn1. Cell line: OCUBM. Synergy scores: synergy=1.31. (6) Drug 1: Nc1ccn(C2OC(CO)C(O)C2(F)F)c(=O)n1. Drug 2: CNC(=O)c1cc(Oc2ccc(NC(=O)Nc3ccc(Cl)c(C(F)(F)F)c3)cc2)ccn1. Cell line: UWB1289. Synergy scores: synergy=-3.35. (7) Drug 1: CN(C)C(=N)N=C(N)N. Drug 2: Cn1nnc2c(C(N)=O)ncn2c1=O. Synergy scores: synergy=-1.39. Cell line: HT29.